This data is from CYP2D6 substrate classification data from Carbon-Mangels et al.. The task is: Regression/Classification. Given a drug SMILES string, predict its absorption, distribution, metabolism, or excretion properties. Task type varies by dataset: regression for continuous measurements (e.g., permeability, clearance, half-life) or binary classification for categorical outcomes (e.g., BBB penetration, CYP inhibition). Dataset: cyp2d6_substrate_carbonmangels. The molecule is CCCOCCOC(=O)C1=C(C)NC(C)=C(C(=O)OCCOCCC)C1c1cccc([N+](=O)[O-])c1. The result is 0 (non-substrate).